This data is from Full USPTO retrosynthesis dataset with 1.9M reactions from patents (1976-2016). The task is: Predict the reactants needed to synthesize the given product. (1) Given the product [CH3:1][O:2][C:3]1[CH:8]=[C:7]([CH2:9][CH2:10][CH3:11])[CH:6]=[CH:5][C:4]=1[O:12][C:18]1[CH:19]=[CH:20][C:15]([O:14][CH3:13])=[CH:16][CH:17]=1, predict the reactants needed to synthesize it. The reactants are: [CH3:1][O:2][C:3]1[CH:8]=[C:7]([CH2:9][CH2:10][CH3:11])[CH:6]=[CH:5][C:4]=1[OH:12].[CH3:13][O:14][C:15]1[CH:20]=[CH:19][C:18](B(O)O)=[CH:17][CH:16]=1.C(N(CC)CC)C. (2) Given the product [NH2:8][C:7]1[C:2](/[CH:12]=[CH:11]/[C:10]([O:14][CH2:15][CH3:16])=[O:13])=[N:3][CH:4]=[C:5]([F:9])[CH:6]=1.[F:9][C:5]1[CH:6]=[C:7]2[C:2]([CH:12]=[CH:11][C:10](=[O:13])[NH:8]2)=[N:3][CH:4]=1, predict the reactants needed to synthesize it. The reactants are: Br[C:2]1[C:7]([NH2:8])=[CH:6][C:5]([F:9])=[CH:4][N:3]=1.[C:10]([O:14][CH2:15][CH3:16])(=[O:13])[CH:11]=[CH2:12]. (3) Given the product [C:7]([C:6]1[CH:9]=[C:2]([C:13]2[CH:18]=[CH:17][C:16]([C:19]([CH3:24])([CH3:23])[C:20]([OH:22])=[O:21])=[CH:15][CH:14]=2)[CH:3]=[N:4][CH:5]=1)#[N:8], predict the reactants needed to synthesize it. The reactants are: Br[C:2]1[CH:3]=[N:4][CH:5]=[C:6]([CH:9]=1)[C:7]#[N:8].B([C:13]1[CH:18]=[CH:17][C:16]([C:19]([CH3:24])([CH3:23])[C:20]([OH:22])=[O:21])=[CH:15][CH:14]=1)(O)O.C([O-])([O-])=O.[K+].[K+]. (4) The reactants are: [N+:1]([C:4]1[CH:9]=[CH:8][CH:7]=[CH:6][C:5]=1[NH:10][C:11]1[CH:19]=[CH:18][C:14]2[O:15][CH2:16][O:17][C:13]=2[CH:12]=1)([O-])=O.C(OCC)(=O)C.O. Given the product [O:15]1[C:14]2[CH:18]=[CH:19][C:11]([NH:10][C:5]3[C:4]([NH2:1])=[CH:9][CH:8]=[CH:7][CH:6]=3)=[CH:12][C:13]=2[O:17][CH2:16]1, predict the reactants needed to synthesize it. (5) Given the product [C:36]([O:35][C:33]([N:27]1[CH2:32][CH2:31][N:30]([CH2:12][C:9]2[C:10](=[O:11])[N:5]([CH2:4][CH:1]3[CH2:3][CH2:2]3)[N:6]=[C:7]([C:18]3[CH:23]=[CH:22][C:21]([O:24][CH3:25])=[C:20]([F:26])[CH:19]=3)[CH:8]=2)[CH2:29][CH2:28]1)=[O:34])([CH3:39])([CH3:38])[CH3:37], predict the reactants needed to synthesize it. The reactants are: [CH:1]1([CH2:4][N:5]2[C:10](=[O:11])[C:9]([CH2:12]OS(C)(=O)=O)=[CH:8][C:7]([C:18]3[CH:23]=[CH:22][C:21]([O:24][CH3:25])=[C:20]([F:26])[CH:19]=3)=[N:6]2)[CH2:3][CH2:2]1.[N:27]1([C:33]([O:35][C:36]([CH3:39])([CH3:38])[CH3:37])=[O:34])[CH2:32][CH2:31][NH:30][CH2:29][CH2:28]1. (6) Given the product [OH:1][C:2]1[CH:3]=[C:4]([NH:45][S:46]([CH3:49])(=[O:47])=[O:48])[CH:5]=[C:6]([C:8]2[C:16]3[C:15]([NH:17][C@H:18]([C:20]4[N:25]([C:26]5[CH:31]=[CH:30][CH:29]=[CH:28][CH:27]=5)[C:24](=[O:32])[C:23]5=[C:33]([CH3:36])[CH:34]=[CH:35][N:22]5[N:21]=4)[CH3:19])=[N:14][CH:13]=[N:12][C:11]=3[NH:10][CH:9]=2)[CH:7]=1, predict the reactants needed to synthesize it. The reactants are: [OH:1][C:2]1[CH:3]=[C:4]([NH:45][S:46]([CH3:49])(=[O:48])=[O:47])[CH:5]=[C:6]([C:8]2[C:16]3[C:15]([NH:17][C@H:18]([C:20]4[N:25]([C:26]5[CH:31]=[CH:30][CH:29]=[CH:28][CH:27]=5)[C:24](=[O:32])[C:23]5=[C:33]([CH3:36])[CH:34]=[CH:35][N:22]5[N:21]=4)[CH3:19])=[N:14][CH:13]=[N:12][C:11]=3[N:10](COCC[Si](C)(C)C)[CH:9]=2)[CH:7]=1.FC(F)(F)C(O)=O.N. (7) Given the product [OH:28][NH:30][C:23]([C:21]1[CH:20]=[CH:19][C:17]2[CH2:18][N:12]([S:9]([C:6]3[CH:7]=[CH:8][C:3]([O:2][CH3:1])=[CH:4][CH:5]=3)(=[O:11])=[O:10])[C@@H:13]([CH3:27])[CH2:14][O:15][C:16]=2[CH:22]=1)=[O:24], predict the reactants needed to synthesize it. The reactants are: [CH3:1][O:2][C:3]1[CH:8]=[CH:7][C:6]([S:9]([N:12]2[CH2:18][C:17]3[CH:19]=[CH:20][C:21]([C:23](OC)=[O:24])=[CH:22][C:16]=3[O:15][CH2:14][C@@H:13]2[CH3:27])(=[O:11])=[O:10])=[CH:5][CH:4]=1.[OH-:28].[Na+].[NH2:30]O. (8) Given the product [ClH:44].[N:29]1([CH2:28][CH2:27][O:26][C:25]2[CH:24]=[CH:23][C:22]([CH:19]3[C:8]4=[C:9]5[C:14](=[CH:15][CH:16]=[C:7]4[C:6]4[CH:37]=[CH:38][C:3]([OH:2])=[CH:4][C:5]=4[CH2:21][O:20]3)[CH:13]=[C:12]([OH:17])[CH:11]=[CH:10]5)=[CH:36][CH:35]=2)[CH2:34][CH2:33][CH2:32][CH2:31][CH2:30]1, predict the reactants needed to synthesize it. The reactants are: C[O:2][C:3]1[CH:38]=[CH:37][C:6]2[C:7]3[C:8]([CH:19]([C:22]4[CH:36]=[CH:35][C:25]([O:26][CH2:27][CH2:28][N:29]5[CH2:34][CH2:33][CH2:32][CH2:31][CH2:30]5)=[CH:24][CH:23]=4)[O:20][CH2:21][C:5]=2[CH:4]=1)=[C:9]1[C:14](=[CH:15][CH:16]=3)[CH:13]=[C:12]([O:17]C)[CH:11]=[CH:10]1.C(S)C.[Na].O.[ClH:44]. (9) The reactants are: [CH3:1][C:2]1[O:6][N:5]=[C:4]([C:7]2[CH:12]=[CH:11][CH:10]=[CH:9][CH:8]=2)[C:3]=1[C:13]1[N:17]2[CH2:18][C:19]3[C:24]([C:16]2=[N:15][N:14]=1)=[CH:23][C:22]([C:25]1[CH2:26][CH2:27][NH:28][CH2:29][CH:30]=1)=[CH:21][CH:20]=3.C=O.[C:33]([BH3-])#N.[Na+]. Given the product [CH3:1][C:2]1[O:6][N:5]=[C:4]([C:7]2[CH:12]=[CH:11][CH:10]=[CH:9][CH:8]=2)[C:3]=1[C:13]1[N:17]2[CH2:18][C:19]3[C:24]([C:16]2=[N:15][N:14]=1)=[CH:23][C:22]([C:25]1[CH2:26][CH2:27][N:28]([CH3:33])[CH2:29][CH:30]=1)=[CH:21][CH:20]=3, predict the reactants needed to synthesize it.